From a dataset of Full USPTO retrosynthesis dataset with 1.9M reactions from patents (1976-2016). Predict the reactants needed to synthesize the given product. (1) Given the product [C:2]1([C:1]2[N:8]=[CH:9][O:16][CH:15]=2)[CH:7]=[CH:6][CH:5]=[CH:4][CH:3]=1, predict the reactants needed to synthesize it. The reactants are: [CH2:1]([N+:8]#[C-:9])[C:2]1[CH:7]=[CH:6][CH:5]=[CH:4][CH:3]=1.[Li]CCCC.[CH:15](OC)=[O:16].CC(O)=O. (2) Given the product [CH3:37][C:38]1[N:4]2[CH:5]=[CH:6][C:7]3[CH:8]=[C:9]([C:31]4[CH:36]=[CH:35][CH:34]=[CH:33][CH:32]=4)[C:10]([C:13]4[CH:18]=[CH:17][C:16]([C:19]5([NH2:23])[CH2:22][CH2:21][CH2:20]5)=[CH:15][CH:14]=4)=[N:11][C:12]=3[C:3]2=[N:1][N:2]=1, predict the reactants needed to synthesize it. The reactants are: [NH:1]([C:3]1[N:4]=[CH:5][CH:6]=[C:7]2[C:12]=1[N:11]=[C:10]([C:13]1[CH:18]=[CH:17][C:16]([C:19]3([NH:23]C(=O)OC(C)(C)C)[CH2:22][CH2:21][CH2:20]3)=[CH:15][CH:14]=1)[C:9]([C:31]1[CH:36]=[CH:35][CH:34]=[CH:33][CH:32]=1)=[CH:8]2)[NH2:2].[C:37](O)(=O)[CH3:38].C1C=CC2N(O)N=NC=2C=1.CCN(C(C)C)C(C)C.C(Cl)CCl. (3) Given the product [Cl:1][C:2]1[N:3]=[CH:4][C:5]([C:8]([NH:17][CH3:15])=[O:10])=[N:6][CH:7]=1, predict the reactants needed to synthesize it. The reactants are: [Cl:1][C:2]1[N:3]=[CH:4][C:5]([C:8]([OH:10])=O)=[N:6][CH:7]=1.C1C=CC2N(O)N=[N:17][C:15]=2C=1.CCN=C=NCCCN(C)C.Cl.CN1CCOCC1.CN.CO. (4) Given the product [O:17]=[C:18]1[NH:31][C:21]2([C:30]3[C:25](=[CH:26][CH:27]=[CH:28][CH:29]=3)[O:38][CH2:23][CH2:22]2)[C:20](=[O:32])[N:19]1[CH2:33][C:34]([O:36][C:4]([CH3:15])([CH3:7])[CH3:5])=[O:35], predict the reactants needed to synthesize it. The reactants are: N1[C:5](=O)[C:4]2([C:15]3C(=CC=CC=3)OC[CH2:7]2)NC1=O.[O:17]=[C:18]1[NH:31][C:21]2([C:30]3[C:25](=[CH:26][CH:27]=[CH:28][CH:29]=3)C[CH2:23][CH2:22]2)[C:20](=[O:32])[N:19]1[CH2:33][C:34]([OH:36])=[O:35].C([O-])([O-])=[O:38].[K+].[K+]. (5) Given the product [C:19]1([NH:24][C@@H:25]([C:42]([CH3:45])([CH3:44])[CH3:43])[C:26]([N:28]2[CH2:37][CH2:36][C:35]3[C:30](=[CH:31][C:32]([O:40][CH3:41])=[C:33]([O:38][CH3:39])[CH:34]=3)[CH2:29]2)=[O:27])[CH:20]=[CH:21][CH:22]=[CH:23][CH:18]=1, predict the reactants needed to synthesize it. The reactants are: F[B-](F)(F)F.[H+].N([O-])=O.[Na+].O1CCOCC1.N[C:18]1[CH:23]=[CH:22][CH:21]=[CH:20][C:19]=1[NH:24][C@@H:25]([C:42]([CH3:45])([CH3:44])[CH3:43])[C:26]([N:28]1[CH2:37][CH2:36][C:35]2[C:30](=[CH:31][C:32]([O:40][CH3:41])=[C:33]([O:38][CH3:39])[CH:34]=2)[CH2:29]1)=[O:27]. (6) Given the product [C:1]([O:5][C:6](=[O:20])[NH:7][CH2:8][CH2:9][CH2:10][O:11][C:12]1[CH:17]=[CH:16][C:15]([Cl:18])=[CH:14][C:13]=1[NH:19][C:21]([NH:33][C:34]1[CH:39]=[CH:38][C:37]([C:40]#[N:41])=[CH:36][N:35]=1)=[O:22])([CH3:4])([CH3:2])[CH3:3], predict the reactants needed to synthesize it. The reactants are: [C:1]([O:5][C:6](=[O:20])[NH:7][CH2:8][CH2:9][CH2:10][O:11][C:12]1[CH:17]=[CH:16][C:15]([Cl:18])=[CH:14][C:13]=1[NH2:19])([CH3:4])([CH3:3])[CH3:2].[C:21](N1C=CN=C1)(N1C=CN=C1)=[O:22].[NH2:33][C:34]1[CH:39]=[CH:38][C:37]([C:40]#[N:41])=[CH:36][N:35]=1. (7) Given the product [Cl:14][C:13]([Cl:15])=[CH:7][C:6]1[CH:5]=[CH:4][C:3]([O:2][CH3:1])=[CH:11][C:10]=1[C:9]([OH:12])=[O:8], predict the reactants needed to synthesize it. The reactants are: [CH3:1][O:2][C:3]1[CH:11]=[C:10]2[C:6]([CH:7]([C:13](Cl)([Cl:15])[Cl:14])[O:8][C:9]2=[O:12])=[CH:5][CH:4]=1. (8) Given the product [Br:1][C:2]1[CH:18]=[CH:17][C:5]2[CH:6]=[CH:7][C:8]3[CH:15]=[C:14]([Cl:16])[CH:13]=[CH:12][C:9]=3[N:10]([C:19](=[O:21])[CH3:20])[CH2:11][C:4]=2[CH:3]=1, predict the reactants needed to synthesize it. The reactants are: [Br:1][C:2]1[CH:18]=[CH:17][C:5]2[CH:6]=[CH:7][C:8]3[CH:15]=[C:14]([Cl:16])[CH:13]=[CH:12][C:9]=3[NH:10][CH2:11][C:4]=2[CH:3]=1.[C:19](OC(=O)C)(=[O:21])[CH3:20].